This data is from Forward reaction prediction with 1.9M reactions from USPTO patents (1976-2016). The task is: Predict the product of the given reaction. (1) Given the reactants Cl.[N:2]1([C:11]2[CH:16]=[CH:15][C:14]([C:17]([N:19]3[CH2:24][CH2:23][NH:22][CH2:21][CH2:20]3)=[O:18])=[CH:13][CH:12]=2)[C:10]2[C:5](=[CH:6][CH:7]=[CH:8][CH:9]=2)[CH2:4][CH2:3]1.[OH:25][C:26]1([C:29](O)=[O:30])[CH2:28][CH2:27]1.CN(C(ON1N=NC2C=CC=CC1=2)=[N+](C)C)C.F[P-](F)(F)(F)(F)F.CCN(C(C)C)C(C)C, predict the reaction product. The product is: [OH:25][C:26]1([C:29]([N:22]2[CH2:21][CH2:20][N:19]([C:17]([C:14]3[CH:13]=[CH:12][C:11]([N:2]4[C:10]5[C:5](=[CH:6][CH:7]=[CH:8][CH:9]=5)[CH2:4][CH2:3]4)=[CH:16][CH:15]=3)=[O:18])[CH2:24][CH2:23]2)=[O:30])[CH2:28][CH2:27]1. (2) Given the reactants [C:1]([N:9]1[CH2:22][CH2:21][C:20]2[C:19]3[C:18](Br)=[CH:17][CH:16]=[CH:15][C:14]=3[NH:13][C:12]=2[CH2:11][CH2:10]1)(=[O:8])[C:2]1[CH:7]=[CH:6][CH:5]=[CH:4][CH:3]=1.CCN(CC)CC.[CH3:31][C:32]1([CH3:39])[C:36]([CH3:38])([CH3:37])[O:35][BH:34][O:33]1, predict the reaction product. The product is: [C:1]([N:9]1[CH2:22][CH2:21][C:20]2[C:19]3[C:18]([B:34]4[O:35][C:36]([CH3:38])([CH3:37])[C:32]([CH3:39])([CH3:31])[O:33]4)=[CH:17][CH:16]=[CH:15][C:14]=3[NH:13][C:12]=2[CH2:11][CH2:10]1)(=[O:8])[C:2]1[CH:7]=[CH:6][CH:5]=[CH:4][CH:3]=1. (3) Given the reactants Cl.[NH2:2][C@@H:3]1[C:11]2[C:6](=[C:7]([C:12]3[N:16]=[C:15]([C:17]4[CH:18]=[CH:19][C:20]([O:25][CH:26]([CH3:28])[CH3:27])=[C:21]([CH:24]=4)[C:22]#[N:23])[O:14][N:13]=3)[CH:8]=[CH:9][CH:10]=2)[CH2:5][CH2:4]1.[CH3:29][O:30][C:31](=[O:37])[CH2:32][S:33](Cl)(=[O:35])=[O:34], predict the reaction product. The product is: [C:22]([C:21]1[CH:24]=[C:17]([C:15]2[O:14][N:13]=[C:12]([C:7]3[CH:8]=[CH:9][CH:10]=[C:11]4[C:6]=3[CH2:5][CH2:4][C@@H:3]4[NH:2][S:33]([CH2:32][C:31]([O:30][CH3:29])=[O:37])(=[O:35])=[O:34])[N:16]=2)[CH:18]=[CH:19][C:20]=1[O:25][CH:26]([CH3:28])[CH3:27])#[N:23]. (4) The product is: [C:1]([O:5][C:6](=[O:7])[NH:8][C@@H:9]1[CH2:14][CH2:13][NH:12][CH2:11][C@H:10]1[O:25][CH3:26])([CH3:4])([CH3:3])[CH3:2]. Given the reactants [C:1]([O:5][C:6]([NH:8][C@@H:9]1[CH2:14][CH2:13][N:12](C(OCC2C=CC=CC=2)=O)[CH2:11][C@H:10]1[O:25][CH3:26])=[O:7])([CH3:4])([CH3:3])[CH3:2], predict the reaction product. (5) Given the reactants Cl[C:2]1[C:11]2[C:6](=[CH:7][CH:8]=[C:9]([I:12])[CH:10]=2)[N:5]=[CH:4][N:3]=1.[CH2:13]1[C:21]2[C:16](=[CH:17][CH:18]=[CH:19][CH:20]=2)[CH2:15][NH:14]1.C(N(CC)CC)C.N1C2C(=CC=CC=2)C=NC=1, predict the reaction product. The product is: [CH2:13]1[C:21]2[C:16](=[CH:17][CH:18]=[CH:19][CH:20]=2)[CH2:15][N:14]1[C:2]1[C:11]2[C:6](=[CH:7][CH:8]=[C:9]([I:12])[CH:10]=2)[N:5]=[CH:4][N:3]=1. (6) Given the reactants [BH4-].[Na+].[O:3]=[C:4]([C:25]1[CH:30]=[CH:29][C:28]([O:31][C:32]2[CH:37]=[CH:36][CH:35]=[CH:34][CH:33]=2)=[CH:27][CH:26]=1)[CH:5]([CH2:11][C:12]1[CH:17]=[CH:16][CH:15]=[C:14]([O:18][C:19]([F:24])([F:23])[CH:20]([F:22])[F:21])[CH:13]=1)[C:6]([O:8][CH2:9][CH3:10])=[O:7].Cl.O, predict the reaction product. The product is: [OH:3][CH:4]([C:25]1[CH:26]=[CH:27][C:28]([O:31][C:32]2[CH:37]=[CH:36][CH:35]=[CH:34][CH:33]=2)=[CH:29][CH:30]=1)[CH:5]([CH2:11][C:12]1[CH:17]=[CH:16][CH:15]=[C:14]([O:18][C:19]([F:24])([F:23])[CH:20]([F:22])[F:21])[CH:13]=1)[C:6]([O:8][CH2:9][CH3:10])=[O:7]. (7) Given the reactants [CH:1]1([CH2:4][O:5][C:6]2[CH:25]=[CH:24][C:9]3[CH:10]=[C:11]([C@H:13]4[CH2:18][CH2:17][C@H:16]([O:19][CH2:20][CH:21]([OH:23])[CH3:22])[CH2:15][CH2:14]4)[O:12][C:8]=3[CH:7]=2)[CH2:3][CH2:2]1.C(N(CC)CC)C.[CH3:33][S:34](Cl)(=[O:36])=[O:35], predict the reaction product. The product is: [CH3:33][S:34]([O:23][CH:21]([CH3:22])[CH2:20][O:19][C@H:16]1[CH2:17][CH2:18][C@H:13]([C:11]2[O:12][C:8]3[CH:7]=[C:6]([O:5][CH2:4][CH:1]4[CH2:3][CH2:2]4)[CH:25]=[CH:24][C:9]=3[CH:10]=2)[CH2:14][CH2:15]1)(=[O:36])=[O:35].